This data is from Forward reaction prediction with 1.9M reactions from USPTO patents (1976-2016). The task is: Predict the product of the given reaction. Given the reactants [O:1]([CH2:8][CH2:9][CH2:10][CH2:11][CH2:12][CH2:13][CH2:14][CH2:15][CH2:16][CH2:17][CH2:18][CH2:19][CH2:20][CH2:21][CH2:22][CH2:23][CH2:24][CH2:25][P:26](=[O:31])([O:29]C)[O:27]C)[C:2]1[CH:7]=[CH:6][CH:5]=[CH:4][CH:3]=1.Cl, predict the reaction product. The product is: [O:1]([CH2:8][CH2:9][CH2:10][CH2:11][CH2:12][CH2:13][CH2:14][CH2:15][CH2:16][CH2:17][CH2:18][CH2:19][CH2:20][CH2:21][CH2:22][CH2:23][CH2:24][CH2:25][P:26](=[O:27])([OH:31])[OH:29])[C:2]1[CH:3]=[CH:4][CH:5]=[CH:6][CH:7]=1.